Dataset: Forward reaction prediction with 1.9M reactions from USPTO patents (1976-2016). Task: Predict the product of the given reaction. (1) Given the reactants [Cl:1][C:2]1[CH:7]=[CH:6][C:5]([C:8]2[S:12][C:11]([CH3:13])=[C:10]([C:14]3[C:15](=[O:27])[CH:16]([CH2:21][CH:22]4[CH2:26][CH2:25][O:24][CH2:23]4)[CH2:17][C:18]=3[O:19]C)[CH:9]=2)=[CH:4][CH:3]=1.Cl, predict the reaction product. The product is: [Cl:1][C:2]1[CH:3]=[CH:4][C:5]([C:8]2[S:12][C:11]([CH3:13])=[C:10]([CH:14]3[C:15](=[O:27])[CH:16]([CH2:21][CH:22]4[CH2:26][CH2:25][O:24][CH2:23]4)[CH2:17][C:18]3=[O:19])[CH:9]=2)=[CH:6][CH:7]=1. (2) Given the reactants [NH2:1][C@H:2]1[CH2:7][CH2:6][C@H:5]([C:8]([OH:10])=[O:9])[CH2:4][CH2:3]1.S(Cl)([Cl:13])=O.[CH3:15]O, predict the reaction product. The product is: [ClH:13].[NH2:1][C@H:2]1[CH2:7][CH2:6][C@H:5]([C:8]([O:10][CH3:15])=[O:9])[CH2:4][CH2:3]1. (3) Given the reactants C(Cl)(=O)C(Cl)=O.CS(C)=O.[OH:11][CH2:12][C@@H:13]1[CH2:17][CH2:16][CH2:15][N:14]1[C:18]([O:20][C:21]([CH3:24])([CH3:23])[CH3:22])=[O:19].C(N(CC)CC)C, predict the reaction product. The product is: [CH:12]([C@@H:13]1[CH2:17][CH2:16][CH2:15][N:14]1[C:18]([O:20][C:21]([CH3:24])([CH3:23])[CH3:22])=[O:19])=[O:11]. (4) Given the reactants C[O:2][C:3](=[O:21])[CH2:4][CH2:5][C:6]1[O:10][C:9]([C:11]2[CH:12]=[C:13]([CH:18]=[CH:19][CH:20]=2)[C:14]([O:16]C)=[O:15])=[N:8][CH:7]=1.O.[OH-].[Li+].Cl, predict the reaction product. The product is: [C:3]([CH2:4][CH2:5][C:6]1[O:10][C:9]([C:11]2[CH:12]=[C:13]([CH:18]=[CH:19][CH:20]=2)[C:14]([OH:16])=[O:15])=[N:8][CH:7]=1)([OH:21])=[O:2]. (5) Given the reactants [C:1]([O:5][C:6]([N:8]1[CH2:13][C:12](=[O:14])[N:11]([C:15]2[CH:20]=[CH:19][C:18]([O:21][CH2:22][CH2:23][CH2:24][O:25][CH2:26][C:27]3[CH:32]=[CH:31][CH:30]=[CH:29][C:28]=3[O:33][CH3:34])=[CH:17][CH:16]=2)[C@@H:10]([CH2:35][N:36]=[N+]=[N-])[CH2:9]1)=[O:7])([CH3:4])([CH3:3])[CH3:2], predict the reaction product. The product is: [C:1]([O:5][C:6]([N:8]1[CH2:13][C:12](=[O:14])[N:11]([C:15]2[CH:20]=[CH:19][C:18]([O:21][CH2:22][CH2:23][CH2:24][O:25][CH2:26][C:27]3[CH:32]=[CH:31][CH:30]=[CH:29][C:28]=3[O:33][CH3:34])=[CH:17][CH:16]=2)[C@@H:10]([CH2:35][NH2:36])[CH2:9]1)=[O:7])([CH3:3])([CH3:2])[CH3:4].